This data is from Peptide-MHC class I binding affinity with 185,985 pairs from IEDB/IMGT. The task is: Regression. Given a peptide amino acid sequence and an MHC pseudo amino acid sequence, predict their binding affinity value. This is MHC class I binding data. (1) The peptide sequence is ALKKLIIDR. The MHC is HLA-A03:01 with pseudo-sequence HLA-A03:01. The binding affinity (normalized) is 0.576. (2) The MHC is HLA-A30:01 with pseudo-sequence HLA-A30:01. The binding affinity (normalized) is 0.0847. The peptide sequence is FYPINDDFY. (3) The peptide sequence is HADQLTPAW. The MHC is HLA-A26:01 with pseudo-sequence HLA-A26:01. The binding affinity (normalized) is 0.0847.